Dataset: NCI-60 drug combinations with 297,098 pairs across 59 cell lines. Task: Regression. Given two drug SMILES strings and cell line genomic features, predict the synergy score measuring deviation from expected non-interaction effect. (1) Drug 1: CC(C)(C#N)C1=CC(=CC(=C1)CN2C=NC=N2)C(C)(C)C#N. Drug 2: CCN(CC)CCCC(C)NC1=C2C=C(C=CC2=NC3=C1C=CC(=C3)Cl)OC. Cell line: MALME-3M. Synergy scores: CSS=15.6, Synergy_ZIP=0.884, Synergy_Bliss=2.54, Synergy_Loewe=8.44, Synergy_HSA=4.60. (2) Drug 1: CCC1(CC2CC(C3=C(CCN(C2)C1)C4=CC=CC=C4N3)(C5=C(C=C6C(=C5)C78CCN9C7C(C=CC9)(C(C(C8N6C=O)(C(=O)OC)O)OC(=O)C)CC)OC)C(=O)OC)O.OS(=O)(=O)O. Drug 2: CC=C1C(=O)NC(C(=O)OC2CC(=O)NC(C(=O)NC(CSSCCC=C2)C(=O)N1)C(C)C)C(C)C. Cell line: RXF 393. Synergy scores: CSS=36.9, Synergy_ZIP=-13.2, Synergy_Bliss=-3.95, Synergy_Loewe=-8.37, Synergy_HSA=-0.784. (3) Drug 1: CN(C)C1=NC(=NC(=N1)N(C)C)N(C)C. Drug 2: CC1=C(N=C(N=C1N)C(CC(=O)N)NCC(C(=O)N)N)C(=O)NC(C(C2=CN=CN2)OC3C(C(C(C(O3)CO)O)O)OC4C(C(C(C(O4)CO)O)OC(=O)N)O)C(=O)NC(C)C(C(C)C(=O)NC(C(C)O)C(=O)NCCC5=NC(=CS5)C6=NC(=CS6)C(=O)NCCC[S+](C)C)O. Cell line: MDA-MB-435. Synergy scores: CSS=-4.27, Synergy_ZIP=3.22, Synergy_Bliss=2.45, Synergy_Loewe=-2.68, Synergy_HSA=-2.57. (4) Drug 1: CC1=C(C=C(C=C1)NC2=NC=CC(=N2)N(C)C3=CC4=NN(C(=C4C=C3)C)C)S(=O)(=O)N.Cl. Drug 2: CC(C)CN1C=NC2=C1C3=CC=CC=C3N=C2N. Cell line: NCI-H322M. Synergy scores: CSS=-4.31, Synergy_ZIP=2.59, Synergy_Bliss=-0.0926, Synergy_Loewe=-3.16, Synergy_HSA=-4.20. (5) Drug 1: C1CC(=O)NC(=O)C1N2CC3=C(C2=O)C=CC=C3N. Drug 2: CC1=C2C(C(=O)C3(C(CC4C(C3C(C(C2(C)C)(CC1OC(=O)C(C(C5=CC=CC=C5)NC(=O)OC(C)(C)C)O)O)OC(=O)C6=CC=CC=C6)(CO4)OC(=O)C)O)C)O. Cell line: A549. Synergy scores: CSS=21.0, Synergy_ZIP=-6.00, Synergy_Bliss=-8.00, Synergy_Loewe=-23.0, Synergy_HSA=-5.62. (6) Drug 1: CN(C)N=NC1=C(NC=N1)C(=O)N. Drug 2: CC(C1=C(C=CC(=C1Cl)F)Cl)OC2=C(N=CC(=C2)C3=CN(N=C3)C4CCNCC4)N. Cell line: SNB-75. Synergy scores: CSS=-1.75, Synergy_ZIP=0.370, Synergy_Bliss=-1.63, Synergy_Loewe=-5.66, Synergy_HSA=-3.55. (7) Cell line: NCI/ADR-RES. Drug 2: C(CCl)NC(=O)N(CCCl)N=O. Synergy scores: CSS=-4.11, Synergy_ZIP=-1.07, Synergy_Bliss=-6.07, Synergy_Loewe=-8.68, Synergy_HSA=-8.47. Drug 1: C1CN(P(=O)(OC1)NCCCl)CCCl. (8) Drug 1: C1CN1C2=NC(=NC(=N2)N3CC3)N4CC4. Drug 2: C1=CC(=C2C(=C1NCCNCCO)C(=O)C3=C(C=CC(=C3C2=O)O)O)NCCNCCO. Cell line: DU-145. Synergy scores: CSS=81.4, Synergy_ZIP=0.121, Synergy_Bliss=-0.0574, Synergy_Loewe=5.10, Synergy_HSA=7.40. (9) Drug 1: CCC1=C2CN3C(=CC4=C(C3=O)COC(=O)C4(CC)O)C2=NC5=C1C=C(C=C5)O. Drug 2: C1=NC2=C(N1)C(=S)N=CN2. Cell line: HCT116. Synergy scores: CSS=71.0, Synergy_ZIP=-4.13, Synergy_Bliss=-0.874, Synergy_Loewe=-0.658, Synergy_HSA=1.59. (10) Drug 1: CC1C(C(CC(O1)OC2CC(CC3=C2C(=C4C(=C3O)C(=O)C5=C(C4=O)C(=CC=C5)OC)O)(C(=O)CO)O)N)O.Cl. Drug 2: CC12CCC3C(C1CCC2O)C(CC4=C3C=CC(=C4)O)CCCCCCCCCS(=O)CCCC(C(F)(F)F)(F)F. Cell line: SK-MEL-28. Synergy scores: CSS=6.58, Synergy_ZIP=-2.66, Synergy_Bliss=-2.35, Synergy_Loewe=-0.195, Synergy_HSA=-1.15.